Task: Predict the product of the given reaction.. Dataset: Forward reaction prediction with 1.9M reactions from USPTO patents (1976-2016) (1) Given the reactants Cl[C:2]1[C:3]2[S:22][CH2:21][CH2:20][C:4]=2[N:5]=[C:6]([N:8]2[CH2:13][CH2:12][N:11]([C:14]3[CH:19]=[CH:18][CH:17]=[CH:16][CH:15]=3)[CH2:10][CH2:9]2)[N:7]=1.[CH2:23]([NH2:26])[CH2:24][CH3:25], predict the reaction product. The product is: [C:14]1([N:11]2[CH2:12][CH2:13][N:8]([C:6]3[N:7]=[C:2]([CH2:25][CH2:24][CH2:23][NH2:26])[C:3]4[S:22][CH2:21][CH2:20][C:4]=4[N:5]=3)[CH2:9][CH2:10]2)[CH:19]=[CH:18][CH:17]=[CH:16][CH:15]=1. (2) Given the reactants [CH2:1]([O:3][C:4]1[CH:5]=[C:6]([CH:23]2[C:32]3[C:31](=[O:33])[CH2:30][CH:29]([CH2:34][CH2:35][CH3:36])[CH2:28][C:27]=3[NH:26][C:25]([CH3:37])=[C:24]2[C:38]#[N:39])[CH:7]=[C:8]([N+:20]([O-])=O)[C:9]=1[O:10][CH2:11][C:12]1[CH:17]=[CH:16][CH:15]=[C:14]([O:18][CH3:19])[CH:13]=1)[CH3:2].C(O)(=O)C, predict the reaction product. The product is: [NH2:20][C:8]1[CH:7]=[C:6]([CH:23]2[C:32]3[C:31](=[O:33])[CH2:30][CH:29]([CH2:34][CH2:35][CH3:36])[CH2:28][C:27]=3[NH:26][C:25]([CH3:37])=[C:24]2[C:38]#[N:39])[CH:5]=[C:4]([O:3][CH2:1][CH3:2])[C:9]=1[O:10][CH2:11][C:12]1[CH:17]=[CH:16][CH:15]=[C:14]([O:18][CH3:19])[CH:13]=1. (3) Given the reactants [CH2:1]([O:8][C:9]1[CH:10]=[CH:11][C:12]([Cl:15])=[N:13][CH:14]=1)[C:2]1[CH:7]=[CH:6][CH:5]=[CH:4][CH:3]=1.C[Si](C)(C)[N-:18][Si](C)(C)C.[Li+].Cl.C(=O)(O)[O-].[Na+], predict the reaction product. The product is: [ClH:15].[CH2:1]([O:8][C:9]1[CH:10]=[CH:11][C:12]([NH2:18])=[N:13][CH:14]=1)[C:2]1[CH:7]=[CH:6][CH:5]=[CH:4][CH:3]=1. (4) Given the reactants [CH:1]1([C@H:4]([NH:6][C:7]2[C:16]3[C:11](=[CH:12][C:13](I)=[CH:14][CH:15]=3)[N:10]=[N:9][C:8]=2[C:18]([NH2:20])=[O:19])[CH3:5])[CH2:3][CH2:2]1.[Br:21][C:22]1[CH:23]=[CH:24][C:25](OC)=[C:26](B(O)O)[CH:27]=1.[C:33]([O-:36])([O-])=O.[K+].[K+].O1[CH2:44][CH2:43][O:42][CH2:41]C1, predict the reaction product. The product is: [Br:21][C:22]1[CH:23]=[CH:24][C:25]([C:1]2[CH:4]=[CH:44][C:43]([O:42][CH3:41])=[C:3]([C:13]3[CH:12]=[C:11]4[C:16]([C:7]([NH:6][C@@H:4]([CH:1]5[CH2:3][CH2:2]5)[CH3:5])=[C:8]([C:18]([NH2:20])=[O:19])[N:9]=[N:10]4)=[CH:15][CH:14]=3)[CH:2]=2)=[C:26]([O:36][CH3:33])[CH:27]=1. (5) The product is: [CH3:32][NH:33][C:34]([C:36]1[N:37]=[C:38]([C:45]([F:48])([F:46])[F:47])[N:39]2[CH2:44][CH2:43][N:42]([C:16](=[O:17])[C:15]3[CH:19]=[CH:20][CH:21]=[C:13]([CH2:12][C:5]4[C:6]5[C:11](=[CH:10][CH:9]=[CH:8][CH:7]=5)[C:2](=[O:1])[NH:3][N:4]=4)[CH:14]=3)[CH2:41][C:40]=12)=[O:35]. Given the reactants [O:1]=[C:2]1[C:11]2[C:6](=[CH:7][CH:8]=[CH:9][CH:10]=2)[C:5]([CH2:12][C:13]2[CH:14]=[C:15]([CH:19]=[CH:20][CH:21]=2)[C:16](O)=[O:17])=[N:4][NH:3]1.ON1C2C=CC=CC=2N=N1.[CH3:32][NH:33][C:34]([C:36]1[N:37]=[C:38]([C:45]([F:48])([F:47])[F:46])[N:39]2[CH2:44][CH2:43][NH:42][CH2:41][C:40]=12)=[O:35].Cl.C(N=C=NCCCN(C)C)C.C(N(CC)CC)C, predict the reaction product. (6) Given the reactants [CH3:1][N:2]([CH3:19])[CH2:3][CH2:4][O:5][C:6]1[CH:11]=[CH:10][C:9]([NH2:12])=[CH:8][C:7]=1[C:13]1[N:14]([CH3:18])[N:15]=[CH:16][CH:17]=1.[F:20][C:21]1[CH:26]=[CH:25][C:24]([N:27]=[C:28]=[O:29])=[CH:23][CH:22]=1, predict the reaction product. The product is: [CH3:1][N:2]([CH3:19])[CH2:3][CH2:4][O:5][C:6]1[CH:11]=[CH:10][C:9]([NH:12][C:28]([NH:27][C:24]2[CH:25]=[CH:26][C:21]([F:20])=[CH:22][CH:23]=2)=[O:29])=[CH:8][C:7]=1[C:13]1[N:14]([CH3:18])[N:15]=[CH:16][CH:17]=1.